From a dataset of Reaction yield outcomes from USPTO patents with 853,638 reactions. Predict the reaction yield, written as a fraction of the theoretical maximum amount of product (1.0 means a 100% yield; for example, 0.34 means a 34% yield). The catalyst is C(O)C. The reactants are [C:1]([N:4]1[CH2:9][CH2:8][C:7](=O)[CH2:6][CH2:5]1)(=[O:3])[CH3:2].[C:11]([NH:19][NH2:20])(=[O:18])[C:12]1[CH:17]=[CH:16][CH:15]=[CH:14][CH:13]=1.C(OCC)C. The yield is 0.830. The product is [C:1]([N:4]1[CH2:9][CH2:8][C:7](=[N:20][NH:19][C:11](=[O:18])[C:12]2[CH:17]=[CH:16][CH:15]=[CH:14][CH:13]=2)[CH2:6][CH2:5]1)(=[O:3])[CH3:2].